The task is: Regression. Given two drug SMILES strings and cell line genomic features, predict the synergy score measuring deviation from expected non-interaction effect.. This data is from NCI-60 drug combinations with 297,098 pairs across 59 cell lines. (1) Drug 1: C1=CN(C(=O)N=C1N)C2C(C(C(O2)CO)O)(F)F. Drug 2: CC(C)(C#N)C1=CC=C(C=C1)N2C3=C4C=C(C=CC4=NC=C3N(C2=O)C)C5=CC6=CC=CC=C6N=C5. Cell line: NCIH23. Synergy scores: CSS=84.7, Synergy_ZIP=-3.11, Synergy_Bliss=-3.88, Synergy_Loewe=-0.455, Synergy_HSA=-0.0828. (2) Drug 1: CN1C2=C(C=C(C=C2)N(CCCl)CCCl)N=C1CCCC(=O)O.Cl. Drug 2: CCC1(C2=C(COC1=O)C(=O)N3CC4=CC5=C(C=CC(=C5CN(C)C)O)N=C4C3=C2)O.Cl. Cell line: DU-145. Synergy scores: CSS=63.8, Synergy_ZIP=3.60, Synergy_Bliss=2.66, Synergy_Loewe=-60.9, Synergy_HSA=4.46. (3) Drug 1: C1=NC2=C(N=C(N=C2N1C3C(C(C(O3)CO)O)O)F)N. Drug 2: CCC1=C2CN3C(=CC4=C(C3=O)COC(=O)C4(CC)O)C2=NC5=C1C=C(C=C5)O. Cell line: HL-60(TB). Synergy scores: CSS=34.7, Synergy_ZIP=-3.19, Synergy_Bliss=-1.87, Synergy_Loewe=-23.7, Synergy_HSA=-6.60. (4) Drug 2: COC1=NC(=NC2=C1N=CN2C3C(C(C(O3)CO)O)O)N. Drug 1: CC12CCC3C(C1CCC2=O)CC(=C)C4=CC(=O)C=CC34C. Synergy scores: CSS=49.6, Synergy_ZIP=7.89, Synergy_Bliss=10.7, Synergy_Loewe=-4.74, Synergy_HSA=6.73. Cell line: SK-MEL-5. (5) Drug 2: C1=CC(=C2C(=C1NCCNCCO)C(=O)C3=C(C=CC(=C3C2=O)O)O)NCCNCCO. Drug 1: C1CCN(CC1)CCOC2=CC=C(C=C2)C(=O)C3=C(SC4=C3C=CC(=C4)O)C5=CC=C(C=C5)O. Cell line: MDA-MB-231. Synergy scores: CSS=37.1, Synergy_ZIP=0.948, Synergy_Bliss=-0.846, Synergy_Loewe=-23.1, Synergy_HSA=-2.16. (6) Drug 1: CS(=O)(=O)C1=CC(=C(C=C1)C(=O)NC2=CC(=C(C=C2)Cl)C3=CC=CC=N3)Cl. Drug 2: CC1C(C(=O)NC(C(=O)N2CCCC2C(=O)N(CC(=O)N(C(C(=O)O1)C(C)C)C)C)C(C)C)NC(=O)C3=C4C(=C(C=C3)C)OC5=C(C(=O)C(=C(C5=N4)C(=O)NC6C(OC(=O)C(N(C(=O)CN(C(=O)C7CCCN7C(=O)C(NC6=O)C(C)C)C)C)C(C)C)C)N)C. Cell line: MALME-3M. Synergy scores: CSS=25.2, Synergy_ZIP=15.6, Synergy_Bliss=23.4, Synergy_Loewe=20.3, Synergy_HSA=21.2. (7) Drug 1: CN(C(=O)NC(C=O)C(C(C(CO)O)O)O)N=O. Drug 2: C1CN(P(=O)(OC1)NCCCl)CCCl. Cell line: COLO 205. Synergy scores: CSS=9.14, Synergy_ZIP=0.416, Synergy_Bliss=1.36, Synergy_Loewe=2.55, Synergy_HSA=0.364. (8) Drug 1: C1C(C(OC1N2C=NC3=C(N=C(N=C32)Cl)N)CO)O. Drug 2: C1=CC=C(C=C1)NC(=O)CCCCCCC(=O)NO. Cell line: CAKI-1. Synergy scores: CSS=51.6, Synergy_ZIP=0.148, Synergy_Bliss=-0.357, Synergy_Loewe=-4.40, Synergy_HSA=1.56. (9) Drug 1: C1CC(=O)NC(=O)C1N2CC3=C(C2=O)C=CC=C3N. Drug 2: CC1=CC2C(CCC3(C2CCC3(C(=O)C)OC(=O)C)C)C4(C1=CC(=O)CC4)C. Cell line: OVCAR3. Synergy scores: CSS=-1.13, Synergy_ZIP=1.33, Synergy_Bliss=1.15, Synergy_Loewe=-0.872, Synergy_HSA=-1.37.